Dataset: Forward reaction prediction with 1.9M reactions from USPTO patents (1976-2016). Task: Predict the product of the given reaction. Given the reactants [F:1][C:2]1[CH:9]=[CH:8][CH:7]=[CH:6][C:3]=1[CH:4]=O.[CH3:10][C:11]([CH3:13])=[O:12].[OH-].[Na+].O, predict the reaction product. The product is: [F:1][C:2]1[CH:9]=[CH:8][CH:7]=[CH:6][C:3]=1[CH:4]=[CH:10][C:11](=[O:12])[CH:13]=[CH:4][C:3]1[CH:6]=[CH:7][CH:8]=[CH:9][C:2]=1[F:1].